Dataset: Full USPTO retrosynthesis dataset with 1.9M reactions from patents (1976-2016). Task: Predict the reactants needed to synthesize the given product. (1) Given the product [CH2:14]([O:21][C@@H:22]1[CH2:27][CH2:26][C@H:25]([CH2:28][NH:29][C:9](=[O:11])[C:8]2[CH:7]=[CH:6][C:5]([O:4][CH2:3][O:2][CH3:1])=[CH:13][CH:12]=2)[CH2:24][CH2:23]1)[C:15]1[CH:20]=[CH:19][CH:18]=[CH:17][CH:16]=1, predict the reactants needed to synthesize it. The reactants are: [CH3:1][O:2][CH2:3][O:4][C:5]1[CH:13]=[CH:12][C:8]([C:9]([OH:11])=O)=[CH:7][CH:6]=1.[CH2:14]([O:21][C@@H:22]1[CH2:27][CH2:26][C@H:25]([CH2:28][NH2:29])[CH2:24][CH2:23]1)[C:15]1[CH:20]=[CH:19][CH:18]=[CH:17][CH:16]=1.CCN=C=NCCCN(C)C.C1C=CC2N(O)N=NC=2C=1.O. (2) Given the product [ClH:95].[CH3:47]/[C:41](=[CH:40]\[C@@H:4]([N:5]([CH3:39])[C:6](=[O:38])[C@@H:7]([NH:8][C:9](=[O:29])[C@@H:10]([NH:11][CH3:12])[C:20]([CH3:21])([C:22]1[CH:23]=[CH:24][CH:25]=[CH:26][CH:27]=1)[CH3:28])[CH2:30][CH2:31][C:32]1[CH:37]=[CH:36][CH:35]=[CH:34][CH:33]=1)[CH:1]([CH3:3])[CH3:2])/[C:42]([OH:44])=[O:43], predict the reactants needed to synthesize it. The reactants are: [CH:1]([C@@H:4](/[CH:40]=[C:41](\[CH3:47])/[C:42]([O:44]CC)=[O:43])[N:5]([CH3:39])[C:6](=[O:38])[C@H:7]([CH2:30][CH2:31][C:32]1[CH:37]=[CH:36][CH:35]=[CH:34][CH:33]=1)[NH:8][C:9](=[O:29])[C@H:10]([C:20]([CH3:28])([C:22]1[CH:27]=[CH:26][CH:25]=[CH:24][CH:23]=1)[CH3:21])[N:11](C)[C:12](=O)OC(C)(C)C)([CH3:3])[CH3:2].[OH-].[Li+].C([C@@H](/C=C(\C)/C(O)=O)N(C)C(=O)[C@H](CCC1C=CC=CC=1)NC(=O)[C@H](C(C)(C1C=CC=CC=1)C)N(C)C(=O)OC(C)(C)C)(C)C.[ClH:95]. (3) Given the product [NH2:16][C:15]1[N:17]=[C:18]([O:27][CH3:28])[N:19]([C:20]2[CH:25]=[CH:24][C:23]([F:26])=[CH:22][CH:21]=2)[C:2]=1[C:3]([O:5][C:6]([CH3:14])([CH3:13])[CH2:7][O:8][CH2:9][CH2:10][O:11][CH3:12])=[O:4], predict the reactants needed to synthesize it. The reactants are: Br[CH2:2][C:3]([O:5][C:6]([CH3:14])([CH3:13])[CH2:7][O:8][CH2:9][CH2:10][O:11][CH3:12])=[O:4].[C:15]([N:17]=[C:18]([O:27][CH3:28])[NH:19][C:20]1[CH:25]=[CH:24][C:23]([F:26])=[CH:22][CH:21]=1)#[N:16].C(=O)([O-])[O-].[K+].[K+].C[O-].[Na+]. (4) The reactants are: [Cl:1][C:2]1[CH:3]=[C:4]([CH:19]=[CH:20][C:21]=1[Cl:22])[O:5][CH:6]1[CH2:11][CH2:10][N:9]([CH2:12][CH:13]2[CH2:18][CH2:17][NH:16][CH2:15][CH2:14]2)[CH2:8][CH2:7]1.[CH3:23][O:24][C:25]1[CH:33]=[CH:32][C:28]([C:29](O)=[O:30])=[CH:27][C:26]=1[S:34]([CH3:37])(=[O:36])=[O:35].C(N(C(C)C)CC)(C)C.C1CN([P+](Br)(N2CCCC2)N2CCCC2)CC1.F[P-](F)(F)(F)(F)F. Given the product [Cl:1][C:2]1[CH:3]=[C:4]([CH:19]=[CH:20][C:21]=1[Cl:22])[O:5][CH:6]1[CH2:7][CH2:8][N:9]([CH2:12][CH:13]2[CH2:14][CH2:15][N:16]([C:29](=[O:30])[C:28]3[CH:32]=[CH:33][C:25]([O:24][CH3:23])=[C:26]([S:34]([CH3:37])(=[O:36])=[O:35])[CH:27]=3)[CH2:17][CH2:18]2)[CH2:10][CH2:11]1, predict the reactants needed to synthesize it.